The task is: Predict the product of the given reaction.. This data is from Forward reaction prediction with 1.9M reactions from USPTO patents (1976-2016). (1) The product is: [CH3:1][C:2]1([CH3:7])[CH:3]([C:68]([O:70][C@H:14]2[CH2:13][CH2:12][C@@:11]3([CH3:42])[C@@H:16]([CH2:17][CH2:18][C@:19]4([CH3:20])[C@@H:10]3[CH2:9][CH2:8][C@H:7]3[C@@:2]4([CH3:1])[CH2:3][CH2:4][C@@:5]4([C:50]([N:52]5[CH2:56][CH2:55][CH2:54][C@H:53]5[C:57]5[NH:58][C:59]([C:62]6[CH:67]=[CH:66][CH:65]=[CH:64][CH:63]=6)=[CH:60][N:61]=5)=[O:51])[CH2:45][CH2:44][C@@H:43]([C:46]5([CH3:49])[CH2:48][CH2:47]5)[C@@H:6]43)[C:15]2([CH3:22])[CH3:21])=[O:69])[CH2:4][CH:77]1[C:75]([OH:74])=[O:76]. Given the reactants [CH3:1][C@:2]12[C@@:19]3([CH3:20])[C@@H:10]([C@@:11]4([CH3:42])[C@H:16]([CH2:17][CH2:18]3)[C:15]([CH3:22])([CH3:21])[C@@H:14](C3(C([O-])=O)CC(C(OCC5C=CC=CC=5)=O)C3(C)C)[CH2:13][CH2:12]4)[CH2:9][CH2:8][C@@H:7]1[C@H:6]1[C@H:43]([C:46]3([CH3:49])[CH2:48][CH2:47]3)[CH2:44][CH2:45][C@:5]1([C:50]([N:52]1[CH2:56][CH2:55][CH2:54][C@H:53]1[C:57]1[NH:58][C:59]([C:62]3[CH:67]=[CH:66][CH:65]=[CH:64][CH:63]=3)=[CH:60][N:61]=1)=[O:51])[CH2:4][CH2:3]2.[CH:68]([O-:70])=[O:69].[NH4+].CC[O:74][C:75]([CH3:77])=[O:76].CO, predict the reaction product. (2) Given the reactants [Cl:1][C:2]1[C:7]2[CH:8]=[C:9]([C:11]([O:13][CH2:14][CH3:15])=[O:12])[NH:10][C:6]=2[C:5](=[O:16])[N:4]([CH3:17])[N:3]=1.[H-].[Na+].Cl[CH2:21][O:22][CH2:23][CH2:24][Si:25]([CH3:28])([CH3:27])[CH3:26], predict the reaction product. The product is: [Cl:1][C:2]1[C:7]2[CH:8]=[C:9]([C:11]([O:13][CH2:14][CH3:15])=[O:12])[N:10]([CH2:21][O:22][CH2:23][CH2:24][Si:25]([CH3:28])([CH3:27])[CH3:26])[C:6]=2[C:5](=[O:16])[N:4]([CH3:17])[N:3]=1.